Predict the reaction yield, written as a fraction of the theoretical maximum amount of product (1.0 means a 100% yield; for example, 0.34 means a 34% yield). From a dataset of Reaction yield outcomes from USPTO patents with 853,638 reactions. (1) The reactants are C[N:2](C)[CH:3]=[C:4]([C:14]1[CH:19]=[CH:18][N:17]=[C:16]([S:20][CH3:21])[N:15]=1)[C:5]([C:7]1[CH:12]=[CH:11][C:10]([F:13])=[CH:9][CH:8]=1)=O.C(OC([NH:30]C1C=C(C(=CN(C)C)C(C2C=CC(F)=CC=2)=O)C=CN=1)=O)(C)(C)C. No catalyst specified. The product is [F:13][C:10]1[CH:11]=[CH:12][C:7]([C:5]2[C:4]([C:14]3[CH:19]=[CH:18][N:17]=[C:16]([S:20][CH3:21])[N:15]=3)=[CH:3][NH:2][N:30]=2)=[CH:8][CH:9]=1. The yield is 0.930. (2) The reactants are [Cl-].[Al+3].[Cl-].[Cl-].C(S)C.C[O:9][C:10]1[CH:11]=[CH:12][C:13]2[O:17][C:16]([C:18]([O:20][CH2:21][CH3:22])=[O:19])=[CH:15][C:14]=2[CH:23]=1.Cl. The catalyst is O. The product is [OH:9][C:10]1[CH:11]=[CH:12][C:13]2[O:17][C:16]([C:18]([O:20][CH2:21][CH3:22])=[O:19])=[CH:15][C:14]=2[CH:23]=1. The yield is 0.770. (3) The reactants are Cl[C:2]1[N:3]=[C:4]([N:14]2[CH2:19][CH2:18][O:17][CH2:16][CH2:15]2)[C:5]2[S:10][C:9]([CH2:11][NH:12][CH3:13])=[CH:8][C:6]=2[N:7]=1.CC1(C)C(C)(C)OB([C:28]2[CH:36]=[CH:35][CH:34]=[C:33]3[C:29]=2[CH:30]=[N:31][NH:32]3)O1. No catalyst specified. The product is [NH:32]1[C:33]2[C:29](=[C:28]([C:2]3[N:3]=[C:4]([N:14]4[CH2:19][CH2:18][O:17][CH2:16][CH2:15]4)[C:5]4[S:10][C:9]([CH2:11][NH:12][CH3:13])=[CH:8][C:6]=4[N:7]=3)[CH:36]=[CH:35][CH:34]=2)[CH:30]=[N:31]1. The yield is 0.280. (4) The yield is 0.950. The product is [CH3:28][C:27]1[O:26][N:25]=[C:24]([C:29]2[CH:30]=[CH:31][CH:32]=[CH:33][CH:34]=2)[C:23]=1[CH2:22][O:21][C:18]1[N:17]=[CH:16][C:15]([C:13]([NH:12][C@@H:4]([CH2:5][C:6]2[CH:11]=[CH:10][CH:9]=[CH:8][CH:7]=2)[C:3]([OH:35])=[O:2])=[O:14])=[CH:20][CH:19]=1. The catalyst is C1COCC1.CO.O. The reactants are C[O:2][C:3](=[O:35])[C@@H:4]([NH:12][C:13]([C:15]1[CH:16]=[N:17][C:18]([O:21][CH2:22][C:23]2[C:24]([C:29]3[CH:34]=[CH:33][CH:32]=[CH:31][CH:30]=3)=[N:25][O:26][C:27]=2[CH3:28])=[CH:19][CH:20]=1)=[O:14])[CH2:5][C:6]1[CH:11]=[CH:10][CH:9]=[CH:8][CH:7]=1.O.[OH-].[Li+].Cl. (5) The reactants are [NH2:1][CH2:2][CH2:3][C:4]1[N:5]=[C:6]([NH:9][C:10]([NH:12][C:13]2[CH:18]=[CH:17][C:16]([CH3:19])=[CH:15][C:14]=2[C:20]([CH:22]2[CH2:26][CH2:25][CH2:24][CH2:23]2)=[O:21])=[O:11])[S:7][CH:8]=1.[CH3:27][S:28](Cl)(=[O:30])=[O:29].N1C=CC=CC=1. The catalyst is C(Cl)Cl. The product is [CH:22]1([C:20]([C:14]2[CH:15]=[C:16]([CH3:19])[CH:17]=[CH:18][C:13]=2[NH:12][C:10](=[O:11])[NH:9][C:6]2[S:7][CH:8]=[C:4]([CH2:3][CH2:2][NH:1][S:28]([CH3:27])(=[O:30])=[O:29])[N:5]=2)=[O:21])[CH2:23][CH2:24][CH2:25][CH2:26]1. The yield is 0.750. (6) The reactants are O.NN.C([O:7][C@H:8]1[C@H:12]([O:13][C:14](=[O:21])[C:15]2[CH:20]=[CH:19][CH:18]=[CH:17][CH:16]=2)[C@H:11]([CH2:22][O:23][C:24](=[O:31])[C:25]2[CH:30]=[CH:29][CH:28]=[CH:27][CH:26]=2)[O:10][C@@H:9]1[N:32]1[CH:39]=[CH:38][C:36](=[O:37])[NH:35][C:33]1=[O:34])(=O)C.CC(C)=O. The catalyst is N1C=CC=CC=1.C(O)(=O)C. The product is [C:14]([O:13][C@@H:12]1[C@H:11]([CH2:22][O:23][C:24](=[O:31])[C:25]2[CH:30]=[CH:29][CH:28]=[CH:27][CH:26]=2)[O:10][C@H:9]([N:32]2[CH:39]=[CH:38][C:36](=[O:37])[NH:35][C:33]2=[O:34])[C@H:8]1[OH:7])(=[O:21])[C:15]1[CH:20]=[CH:19][CH:18]=[CH:17][CH:16]=1. The yield is 0.680. (7) The reactants are [NH2:1][C:2]1[S:3][C:4]2[C:10]([C:11]3[CH:16]=[CH:15][CH:14]=[CH:13][CH:12]=3)=[CH:9][CH:8]=[C:7]([O:17][CH3:18])[C:5]=2[N:6]=1.Cl[C:20]([O:22][CH2:23][C:24]1[CH:29]=[CH:28][CH:27]=[CH:26][CH:25]=1)=[O:21]. The catalyst is N1C=CC=CC=1. The product is [CH2:23]([O:22][C:20](=[O:21])[NH:1][C:2]1[S:3][C:4]2[C:10]([C:11]3[CH:16]=[CH:15][CH:14]=[CH:13][CH:12]=3)=[CH:9][CH:8]=[C:7]([O:17][CH3:18])[C:5]=2[N:6]=1)[C:24]1[CH:29]=[CH:28][CH:27]=[CH:26][CH:25]=1. The yield is 0.790. (8) The reactants are [CH:1]1([C:4]2[NH:8][N:7]=[C:6]([NH:9][C:10]3[C:15]([N+:16]([O-:18])=[O:17])=[CH:14][C:13]([F:19])=[C:12](F)[C:11]=3[F:21])[CH:5]=2)[CH2:3][CH2:2]1.[NH2:22][C@H:23]([C:26]1[CH:31]=[CH:30][C:29]([F:32])=[CH:28][CH:27]=1)[CH2:24][OH:25].CCN(C(C)C)C(C)C. The catalyst is CCCCO. The product is [CH:1]1([C:4]2[NH:8][N:7]=[C:6]([NH:9][C:10]3[C:11]([F:21])=[C:12]([NH:22][C@H:23]([C:26]4[CH:31]=[CH:30][C:29]([F:32])=[CH:28][CH:27]=4)[CH2:24][OH:25])[C:13]([F:19])=[CH:14][C:15]=3[N+:16]([O-:18])=[O:17])[CH:5]=2)[CH2:2][CH2:3]1. The yield is 0.570. (9) The reactants are [Cl:1][C:2]1[N:10]=[C:9]2[C:5]([NH:6][CH:7]=[N:8]2)=[C:4](Cl)[N:3]=1.[C:12]1([C:18]2[CH:25]=[CH:24][C:21]([CH2:22][NH2:23])=[CH:20][CH:19]=2)[CH:17]=[CH:16][CH:15]=[CH:14][CH:13]=1.C(N(CC)CC)C. The catalyst is C(O)CCC. The product is [Cl:1][C:2]1[N:10]=[C:9]2[C:5]([NH:6][CH:7]=[N:8]2)=[C:4]([NH:23][CH2:22][C:21]2[CH:24]=[CH:25][C:18]([C:12]3[CH:13]=[CH:14][CH:15]=[CH:16][CH:17]=3)=[CH:19][CH:20]=2)[N:3]=1. The yield is 0.990.